This data is from Full USPTO retrosynthesis dataset with 1.9M reactions from patents (1976-2016). The task is: Predict the reactants needed to synthesize the given product. (1) Given the product [F:23][C:6]([F:5])([F:22])[C:7]1[CH:21]=[CH:20][C:10]([CH2:11][S:12]([C:13]2[CH:18]=[CH:17][C:16]([OH:19])=[CH:15][CH:14]=2)(=[O:3])=[O:26])=[CH:9][CH:8]=1, predict the reactants needed to synthesize it. The reactants are: C(O)(=[O:3])C.[F:5][C:6]([F:23])([F:22])[C:7]1[CH:21]=[CH:20][C:10]([CH2:11][S:12][C:13]2[CH:18]=[CH:17][C:16]([OH:19])=[CH:15][CH:14]=2)=[CH:9][CH:8]=1.OO.[OH2:26]. (2) Given the product [I:1][C:2]1[CH:15]=[CH:14][C:5]2[CH2:6][CH2:7][CH2:8][CH2:9][CH:10]([N:11]([O:12][CH3:13])[C:29]([C:27]3[C:26]([CH:32]([F:34])[F:33])=[N:25][N:24]([CH3:23])[CH:28]=3)=[O:30])[C:4]=2[CH:3]=1, predict the reactants needed to synthesize it. The reactants are: [I:1][C:2]1[CH:15]=[CH:14][C:5]2[CH2:6][CH2:7][CH2:8][CH2:9][CH:10]([NH:11][O:12][CH3:13])[C:4]=2[CH:3]=1.C(N(CC)CC)C.[CH3:23][N:24]1[CH:28]=[C:27]([C:29](Cl)=[O:30])[C:26]([C:32](F)([F:34])[F:33])=[N:25]1.